From a dataset of Reaction yield outcomes from USPTO patents with 853,638 reactions. Predict the reaction yield, written as a fraction of the theoretical maximum amount of product (1.0 means a 100% yield; for example, 0.34 means a 34% yield). The reactants are C([O:3][C:4]([C:6]1[N:7]=[C:8](I)[O:9][C:10]=1[C:11]1[CH:16]=[CH:15][C:14]([N:17]2[CH2:22][CH2:21][N:20]([C:23]([O:25][C:26]([CH3:29])([CH3:28])[CH3:27])=[O:24])[CH2:19][CH2:18]2)=[CH:13][CH:12]=1)=[O:5])C.[NH2:31][C:32]1[CH:33]=[N:34][N:35](C(OC(C)(C)C)=O)[CH:36]=1.C(=O)([O-])[O-].[Cs+].[Cs+].CC1(C)C2C=CC=C(P(C3C=CC=CC=3)C3C=CC=CC=3)C=2OC2C1=CC=CC=2P(C1C=CC=CC=1)C1C=CC=CC=1. The catalyst is CC(O)(C)C.O1CCOCC1.C1C=CC(/C=C/C(/C=C/C2C=CC=CC=2)=O)=CC=1.C1C=CC(/C=C/C(/C=C/C2C=CC=CC=2)=O)=CC=1.C1C=CC(/C=C/C(/C=C/C2C=CC=CC=2)=O)=CC=1.[Pd].[Pd]. The product is [NH:34]1[CH:33]=[C:32]([NH:31][C:8]2[O:9][C:10]([C:11]3[CH:16]=[CH:15][C:14]([N:17]4[CH2:22][CH2:21][N:20]([C:23]([O:25][C:26]([CH3:29])([CH3:27])[CH3:28])=[O:24])[CH2:19][CH2:18]4)=[CH:13][CH:12]=3)=[C:6]([C:4]([OH:3])=[O:5])[N:7]=2)[CH:36]=[N:35]1. The yield is 0.260.